Dataset: Retrosynthesis with 50K atom-mapped reactions and 10 reaction types from USPTO. Task: Predict the reactants needed to synthesize the given product. (1) Given the product CC(C)(C)OC(=O)NC1Cc2ccc(O)cc2C1, predict the reactants needed to synthesize it. The reactants are: CC(C)(C)OC(=O)OC(=O)OC(C)(C)C.NC1Cc2ccc(O)cc2C1. (2) Given the product O=C(NC1CCN(Cc2ccccc2)CC1)c1ccc(NCc2ccnc3ccccc23)cc1, predict the reactants needed to synthesize it. The reactants are: NC1CCN(Cc2ccccc2)CC1.O=C(O)c1ccc(NCc2ccnc3ccccc23)cc1. (3) Given the product CCOC(=O)/C(=C/c1ccc(-n2cnc(C)c2)c(OC)c1)CCCNC1CCCc2ccc(OC)cc21, predict the reactants needed to synthesize it. The reactants are: CCOC(=O)/C(=C/c1ccc(-n2cnc(C)c2)c(OC)c1)CCCCl.COc1ccc2c(c1)C(N)CCC2.